From a dataset of Catalyst prediction with 721,799 reactions and 888 catalyst types from USPTO. Predict which catalyst facilitates the given reaction. (1) Reactant: [CH3:1][O:2][C:3](=[O:12])[C:4]1[CH:9]=[CH:8][C:7]([OH:10])=[C:6]([Cl:11])[CH:5]=1.C1(P(C2C=CC=CC=2)C2C=CC=CC=2)C=CC=CC=1.CCOC(/N=N/C(OCC)=O)=O.[C:44]([O:48][CH2:49][CH:50](O)[CH3:51])([CH3:47])([CH3:46])[CH3:45]. Product: [CH3:1][O:2][C:3](=[O:12])[C:4]1[CH:9]=[CH:8][C:7]([O:10][CH:50]([CH3:51])[CH2:49][O:48][C:44]([CH3:47])([CH3:46])[CH3:45])=[C:6]([Cl:11])[CH:5]=1. The catalyst class is: 1. (2) Reactant: Br[C:2]1[CH:7]=[CH:6][C:5]([C:8]2[N:12]([CH2:13][C@@H:14]3[CH2:18][CH2:17][N:16]([C:19]([CH:21]4[CH2:23][CH2:22]4)=[O:20])[CH2:15]3)[C:11]3[CH:24]=[CH:25][C:26]([C:28]([F:31])([F:30])[F:29])=[CH:27][C:10]=3[N:9]=2)=[CH:4][CH:3]=1.CC1(C)C(C)(C)OB([C:40]2[CH:41]=[C:42]3[C:46](=[CH:47][CH:48]=2)[NH:45][CH:44]=[CH:43]3)O1.C(=O)([O-])[O-].[K+].[K+].C(Cl)Cl. Product: [CH:21]1([C:19]([N:16]2[CH2:17][CH2:18][C@@H:14]([CH2:13][N:12]3[C:11]4[CH:24]=[CH:25][C:26]([C:28]([F:31])([F:30])[F:29])=[CH:27][C:10]=4[N:9]=[C:8]3[C:5]3[CH:6]=[CH:7][C:2]([C:40]4[CH:41]=[C:42]5[C:46](=[CH:47][CH:48]=4)[NH:45][CH:44]=[CH:43]5)=[CH:3][CH:4]=3)[CH2:15]2)=[O:20])[CH2:23][CH2:22]1. The catalyst class is: 75. (3) Reactant: [H-].[Na+].[OH:3][C@H:4]1[CH2:9][CH2:8][CH2:7][N:6](C(OC(C)(C)C)=O)[CH2:5]1.[CH2:17](I)[CH:18]=[CH2:19].O1CCOCC1.[ClH:27]. Product: [ClH:27].[CH2:19]([O:3][C@H:4]1[CH2:9][CH2:8][CH2:7][NH:6][CH2:5]1)[CH:18]=[CH2:17]. The catalyst class is: 18. (4) Reactant: [CH2:1]([C:4]1[C:8]([CH2:9][CH2:10][CH2:11][OH:12])=[CH:7][N:6]([C:13]2[CH:18]=[CH:17][C:16]([C:19]([F:22])([F:21])[F:20])=[CH:15][N:14]=2)[N:5]=1)[CH2:2][CH3:3].O[C:24]1[CH:29]=[CH:28][C:27]([CH2:30][CH2:31][C:32]([O:34]CC)=[O:33])=[C:26]([CH3:37])[CH:25]=1.C(P(CCCC)CCCC)CCC.N(C(N1CCCCC1)=O)=NC(N1CCCCC1)=O. Product: [CH3:37][C:26]1[CH:25]=[C:24]([O:12][CH2:11][CH2:10][CH2:9][C:8]2[C:4]([CH2:1][CH2:2][CH3:3])=[N:5][N:6]([C:13]3[CH:18]=[CH:17][C:16]([C:19]([F:21])([F:20])[F:22])=[CH:15][N:14]=3)[CH:7]=2)[CH:29]=[CH:28][C:27]=1[CH2:30][CH2:31][C:32]([OH:34])=[O:33]. The catalyst class is: 7. (5) Product: [C:12]([O:11][C:9](=[O:10])[NH:34][C:31]1([CH3:33])[CH2:32][N:29]([CH:16]([C:17]2[CH:22]=[CH:21][CH:20]=[CH:19][CH:18]=2)[C:23]2[CH:28]=[CH:27][CH:26]=[CH:25][CH:24]=2)[CH2:30]1)([CH3:13])([CH3:14])[CH3:15]. The catalyst class is: 2. Reactant: [C:9](O[C:9]([O:11][C:12]([CH3:15])([CH3:14])[CH3:13])=[O:10])([O:11][C:12]([CH3:15])([CH3:14])[CH3:13])=[O:10].[CH:16]([N:29]1[CH2:32][C:31]([NH2:34])([CH3:33])[CH2:30]1)([C:23]1[CH:28]=[CH:27][CH:26]=[CH:25][CH:24]=1)[C:17]1[CH:22]=[CH:21][CH:20]=[CH:19][CH:18]=1.